From a dataset of Reaction yield outcomes from USPTO patents with 853,638 reactions. Predict the reaction yield, written as a fraction of the theoretical maximum amount of product (1.0 means a 100% yield; for example, 0.34 means a 34% yield). The reactants are C[O:2][C:3]1[C:11]([C:12]([OH:14])=[O:13])=[CH:10][CH:9]=[CH:8][C:4]=1[C:5]([OH:7])=[O:6].O. The catalyst is I. The product is [OH:2][C:3]1[C:11]([C:12]([OH:14])=[O:13])=[CH:10][CH:9]=[CH:8][C:4]=1[C:5]([OH:7])=[O:6]. The yield is 0.950.